Dataset: hERG potassium channel inhibition data for cardiac toxicity prediction from Karim et al.. Task: Regression/Classification. Given a drug SMILES string, predict its toxicity properties. Task type varies by dataset: regression for continuous values (e.g., LD50, hERG inhibition percentage) or binary classification for toxic/non-toxic outcomes (e.g., AMES mutagenicity, cardiotoxicity, hepatotoxicity). Dataset: herg_karim. (1) The drug is Cc1ncoc1-c1nnc(SCCCN2CC3CCN(c4ccc(F)cc4)C3C2)n1C. The result is 1 (blocker). (2) The compound is O=C1OCc2cc(CCN3CCN(C(=O)Cc4ccc(-n5cnnn5)cc4C(F)(F)F)CC3)ccc21. The result is 1 (blocker).